This data is from Full USPTO retrosynthesis dataset with 1.9M reactions from patents (1976-2016). The task is: Predict the reactants needed to synthesize the given product. (1) Given the product [F:41][C:38]1[CH:36]=[CH:17][CH:16]=[CH:15][C:14]=1[C:11]1[CH:12]=[CH:13][C:8]2[N:7]=[C:24]([C:26]3[CH:27]=[C:28]([CH:29]=[CH:30][CH:31]=3)[C:32]#[N:33])[CH2:23][C:22](=[O:34])[NH:21][C:9]=2[CH:10]=1, predict the reactants needed to synthesize it. The reactants are: C(OC(=O)[NH:7][C:8]1[CH:13]=[CH:12][C:11]([C:14]2C=C[CH:17]=[CH:16][C:15]=2F)=[CH:10][C:9]=1[NH:21][C:22](=[O:34])[CH2:23][C:24]([C:26]1[CH:31]=[CH:30][CH:29]=[C:28]([C:32]#[N:33])[CH:27]=1)=O)(C)(C)C.[C:36](O)([C:38]([F:41])(F)F)=O. (2) Given the product [CH3:1][O:2][C:3]1[N:4]=[CH:5][C:6]([C:9]2[C:13]3[CH:14]=[C:15]4[C:20](=[CH:21][C:12]=3[NH:11][N:10]=2)[NH:19][C:18](=[O:22])[N:17]([C@@H:23]2[CH2:28][CH2:27][CH2:26][NH:25][CH2:24]2)[CH2:16]4)=[CH:7][N:8]=1, predict the reactants needed to synthesize it. The reactants are: [CH3:1][O:2][C:3]1[N:8]=[CH:7][C:6]([C:9]2[C:13]3[CH:14]=[C:15]4[C:20](=[CH:21][C:12]=3[N:11](C(C3C=CC=CC=3)(C3C=CC=CC=3)C3C=CC=CC=3)[N:10]=2)[NH:19][C:18](=[O:22])[N:17]([C@@H:23]2[CH2:28][CH2:27][CH2:26][N:25](C(OC(C)(C)C)=O)[CH2:24]2)[CH2:16]4)=[CH:5][N:4]=1.C(O)(C(F)(F)F)=O. (3) The reactants are: [C:1]1(=[O:13])[C:11]2=[C:12]3[C:7](=[CH:8][CH:9]=[CH:10]2)[CH:6]=[CH:5][CH:4]=[C:3]3[CH2:2]1.[BH4-].[Na+].O. Given the product [CH:1]1([OH:13])[C:11]2=[C:12]3[C:7](=[CH:8][CH:9]=[CH:10]2)[CH:6]=[CH:5][CH:4]=[C:3]3[CH2:2]1, predict the reactants needed to synthesize it. (4) Given the product [CH3:27][NH:26][C:6]1[S:7][C@H:8]2[O:9][C@H:10]([C@@H:11]([O:16][C:17]3[CH:18]=[CH:19][C:20]([N+:23]([O-:25])=[O:24])=[CH:21][CH:22]=3)[C:12]([F:14])([F:15])[F:13])[C@@H:2]([OH:1])[C@H:3]([OH:35])[C@H:4]2[N:5]=1, predict the reactants needed to synthesize it. The reactants are: [OH:1][C@@H:2]1[C@@H:10]([C@@H:11]([O:16][C:17]2[CH:22]=[CH:21][C:20]([N+:23]([O-:25])=[O:24])=[CH:19][CH:18]=2)[C:12]([F:15])([F:14])[F:13])[O:9][C@H:8]2[C@H:4]([N:5]=[C:6]([N:26](C)[C:27](=O)OC(C)(C)C)[S:7]2)[C@H:3]1[OH:35].FC(F)(F)C(O)=O.CO.[NH4+].[OH-]. (5) Given the product [F:25][C:26]([F:31])([F:30])[C:27]([OH:29])=[O:28].[CH3:1][C@H:2]([O:6][C:7]1[NH:8][C:9]([NH2:24])=[C:10]2[C:14]([N:15]=1)=[N:13][C:12]([O:22][CH3:23])=[N:11]2)[CH2:3][CH2:4][CH3:5], predict the reactants needed to synthesize it. The reactants are: [CH3:1][C@H:2]([O:6][C:7]1[N:15]=[C:14]2[C:10]([N:11]=[C:12]([O:22][CH3:23])[N:13]2C2CCCCO2)=[C:9]([NH2:24])[N:8]=1)[CH2:3][CH2:4][CH3:5].[F:25][C:26]([F:31])([F:30])[C:27]([OH:29])=[O:28].